Dataset: Catalyst prediction with 721,799 reactions and 888 catalyst types from USPTO. Task: Predict which catalyst facilitates the given reaction. (1) Reactant: [Br:1][C:2]1[CH:7]=[CH:6][C:5]([C:8]([C:12]2[CH:17]=[CH:16][C:15]([Br:18])=[CH:14][CH:13]=2)=[CH:9][CH2:10]Cl)=[CH:4][CH:3]=1.[OH:19][C:20]1[CH:31]=[CH:30][C:23]([O:24][CH2:25][C:26]([O:28][CH3:29])=[O:27])=[C:22]([CH3:32])[CH:21]=1.C(=O)([O-])[O-].[Cs+].[Cs+].C(Cl)Cl. Product: [Br:1][C:2]1[CH:7]=[CH:6][C:5]([C:8]([C:12]2[CH:17]=[CH:16][C:15]([Br:18])=[CH:14][CH:13]=2)=[CH:9][CH2:10][O:19][C:20]2[CH:31]=[CH:30][C:23]([O:24][CH2:25][C:26]([O:28][CH3:29])=[O:27])=[C:22]([CH3:32])[CH:21]=2)=[CH:4][CH:3]=1. The catalyst class is: 10. (2) Reactant: [CH3:1][NH:2][CH2:3][C:4]1([C:10]2[CH:15]=[CH:14][C:13]([O:16][CH2:17][CH2:18][CH2:19][N:20]3[CH2:24][CH2:23][CH2:22][CH2:21]3)=[CH:12][CH:11]=2)[CH2:9][CH2:8][O:7][CH2:6][CH2:5]1.[CH2:25]1OC(O)C[O:27][CH:26]1O.CC(O)=O.C(=O)([O-])[O-].[Na+].[Na+]. Product: [CH3:1][N:2]([CH2:3][C:4]1([C:10]2[CH:15]=[CH:14][C:13]([O:16][CH2:17][CH2:18][CH2:19][N:20]3[CH2:24][CH2:23][CH2:22][CH2:21]3)=[CH:12][CH:11]=2)[CH2:9][CH2:8][O:7][CH2:6][CH2:5]1)[CH2:25][CH2:26][OH:27]. The catalyst class is: 2. (3) Reactant: [OH:1][C:2]1[CH:7]=[CH:6][C:5]([CH2:8][CH2:9][C:10]([O:12][CH2:13][CH3:14])=[O:11])=[CH:4][C:3]=1[O:15][CH3:16].[CH:17](Br)([CH3:19])[CH3:18].C(=O)([O-])[O-].[K+].[K+].CN(C=O)C. Product: [CH:17]([O:1][C:2]1[CH:7]=[CH:6][C:5]([CH2:8][CH2:9][C:10]([O:12][CH2:13][CH3:14])=[O:11])=[CH:4][C:3]=1[O:15][CH3:16])([CH3:19])[CH3:18]. The catalyst class is: 6. (4) Reactant: [Cl:1][C:2]1[CH:3]=[C:4]([CH:22]=[C:23]([Cl:25])[CH:24]=1)[CH2:5][O:6][C:7]([N:9]1[CH2:15][CH2:14][CH2:13][N:12]2[N:16]=[C:17]([C:19](O)=[O:20])[CH:18]=[C:11]2[CH2:10]1)=[O:8].Cl.[CH:27]12[NH:35][CH:31]([CH2:32][CH2:33][CH2:34]1)[CH2:30][CH2:29][CH2:28]2.CN(C(ON1N=NC2C=CC=NC1=2)=[N+](C)C)C.F[P-](F)(F)(F)(F)F.C(N(CC)C(C)C)(C)C. Product: [CH:31]12[N:35]([C:19]([C:17]3[CH:18]=[C:11]4[CH2:10][N:9]([C:7]([O:6][CH2:5][C:4]5[CH:3]=[C:2]([Cl:1])[CH:24]=[C:23]([Cl:25])[CH:22]=5)=[O:8])[CH2:15][CH2:14][CH2:13][N:12]4[N:16]=3)=[O:20])[CH:27]([CH2:34][CH2:33][CH2:32]1)[CH2:28][CH2:29][CH2:30]2. The catalyst class is: 3.